From a dataset of Catalyst prediction with 721,799 reactions and 888 catalyst types from USPTO. Predict which catalyst facilitates the given reaction. (1) Reactant: [CH3:1][O:2][C:3]1[C:4](=[O:9])[NH:5][CH:6]=[CH:7][CH:8]=1.C([O-])([O-])=O.[K+].[K+].[Br:16][C:17]1[CH:24]=[CH:23][C:20]([CH2:21]Br)=[CH:19][CH:18]=1. Product: [Br:16][C:17]1[CH:24]=[CH:23][C:20]([CH2:21][N:5]2[CH:6]=[CH:7][CH:8]=[C:3]([O:2][CH3:1])[C:4]2=[O:9])=[CH:19][CH:18]=1. The catalyst class is: 1. (2) Reactant: [Cl:1][C:2]1[CH:3]=[C:4]([N:8]2[CH2:13][CH2:12][CH:11]([C:14]([O:16]CC)=[O:15])[CH2:10][CH2:9]2)[CH:5]=[CH:6][CH:7]=1.[OH-].[K+]. Product: [Cl:1][C:2]1[CH:3]=[C:4]([N:8]2[CH2:9][CH2:10][CH:11]([C:14]([OH:16])=[O:15])[CH2:12][CH2:13]2)[CH:5]=[CH:6][CH:7]=1. The catalyst class is: 24. (3) Reactant: [CH3:1][NH:2][C:3]([C@@:5]1([N:15]2[CH:23]=[N:22][C:21]3[C:16]2=[N:17][C:18]([Cl:33])=[N:19][C:20]=3[NH:24][CH2:25][C:26]2[CH:31]=[CH:30][CH:29]=[C:28]([I:32])[CH:27]=2)[C@@H:12]2[C@@H:8]([O:9]C(C)(C)[O:11]2)[CH2:7][S:6]1)=[O:4]. The catalyst class is: 15. Product: [CH3:1][NH:2][C:3]([C@@:5]1([N:15]2[CH:23]=[N:22][C:21]3[C:16]2=[N:17][C:18]([Cl:33])=[N:19][C:20]=3[NH:24][CH2:25][C:26]2[CH:31]=[CH:30][CH:29]=[C:28]([I:32])[CH:27]=2)[C@@H:12]([OH:11])[C@@H:8]([OH:9])[CH2:7][S:6]1)=[O:4]. (4) Reactant: [Cl:1][C:2]1[C:3]([N:8]2[C:12]([C:13]([O:15]C)=[O:14])=[CH:11][C:10]([C:17]([C:19]3[CH:20]=[N:21][C:22]([C:25]([F:28])([F:27])[F:26])=[CH:23][CH:24]=3)=[O:18])=[N:9]2)=[N:4][CH:5]=[CH:6][CH:7]=1.[OH-].[Na+]. Product: [Cl:1][C:2]1[C:3]([N:8]2[C:12]([C:13]([OH:15])=[O:14])=[CH:11][C:10]([C:17]([C:19]3[CH:20]=[N:21][C:22]([C:25]([F:28])([F:26])[F:27])=[CH:23][CH:24]=3)=[O:18])=[N:9]2)=[N:4][CH:5]=[CH:6][CH:7]=1. The catalyst class is: 8. (5) Reactant: [NH2:1][C:2]1[C:3]([CH3:9])=[CH:4][CH:5]=[CH:6][C:7]=1[CH3:8].[N+:10]([O-])([OH:12])=[O:11].[OH-].[Na+]. Product: [CH3:9][C:3]1[C:4]([N+:10]([O-:12])=[O:11])=[CH:5][CH:6]=[C:7]([CH3:8])[C:2]=1[NH2:1]. The catalyst class is: 65. (6) Reactant: [OH:1][C:2]1[C:11]([OH:12])=[CH:10][C:9]2[C:4](=[CH:5][CH:6]=[CH:7][CH:8]=2)[N:3]=1.Cl[C:14]1[C:23]2[C:18](=[CH:19][C:20]([O:26][CH3:27])=[C:21]([O:24][CH3:25])[CH:22]=2)[N:17]=[CH:16][CH:15]=1.O. Product: [CH3:25][O:24][C:21]1[CH:22]=[C:23]2[C:18](=[CH:19][C:20]=1[O:26][CH3:27])[N:17]=[CH:16][CH:15]=[C:14]2[O:12][C:11]1[C:2]([OH:1])=[N:3][C:4]2[C:9]([CH:10]=1)=[CH:8][CH:7]=[CH:6][CH:5]=2. The catalyst class is: 420. (7) Reactant: [CH:1](=O)[CH3:2].[C:4]([NH:7][C:8]([CH2:29][CH2:30][CH:31]1[CH2:40][C:39]2[C:34](=[CH:35][CH:36]=[CH:37][CH:38]=2)[CH2:33][NH:32]1)([CH2:16][CH2:17][CH2:18][CH2:19][B:20]1[O:24][C:23]([CH3:26])([CH3:25])[C:22]([CH3:28])([CH3:27])[O:21]1)[C:9]([NH:11][C:12]([CH3:15])([CH3:14])[CH3:13])=[O:10])(=[O:6])[CH3:5].C(O[BH-](OC(=O)C)OC(=O)C)(=O)C.[Na+]. Product: [C:4]([NH:7][C:8]([CH2:29][CH2:30][CH:31]1[CH2:40][C:39]2[C:34](=[CH:35][CH:36]=[CH:37][CH:38]=2)[CH2:33][N:32]1[CH2:1][CH3:2])([CH2:16][CH2:17][CH2:18][CH2:19][B:20]1[O:21][C:22]([CH3:27])([CH3:28])[C:23]([CH3:25])([CH3:26])[O:24]1)[C:9]([NH:11][C:12]([CH3:13])([CH3:14])[CH3:15])=[O:10])(=[O:6])[CH3:5]. The catalyst class is: 4. (8) Reactant: [Cl:1][C:2]1[N:10]=[C:9]([Cl:11])[CH:8]=[C:7]([CH3:12])[C:3]=1[C:4]([OH:6])=[O:5].[C:13](=O)([O-])[O-].[K+].[K+].IC. Product: [CH3:13][O:5][C:4](=[O:6])[C:3]1[C:7]([CH3:12])=[CH:8][C:9]([Cl:11])=[N:10][C:2]=1[Cl:1]. The catalyst class is: 3. (9) Reactant: [F:1][C:2]([F:24])([F:23])[C:3]1[CH:4]=[C:5]([C:13]2[N:17]=[CH:16][N:15](/[CH:18]=[CH:19]\[C:20](O)=[O:21])[N:14]=2)[CH:6]=[C:7]([C:9]([F:12])([F:11])[F:10])[CH:8]=1.[CH:25]1([NH:28][C:29]([NH:31][NH2:32])=[S:30])[CH2:27][CH2:26]1.C(P1(=O)OP(CCC)(=O)OP(CCC)(=O)O1)CC.CCN(C(C)C)C(C)C. Product: [F:12][C:9]([F:11])([F:10])[C:7]1[CH:6]=[C:5]([C:13]2[N:17]=[CH:16][N:15](/[CH:18]=[CH:19]\[C:20]([NH:32][NH:31][C:29](=[S:30])[NH:28][CH:25]3[CH2:27][CH2:26]3)=[O:21])[N:14]=2)[CH:4]=[C:3]([C:2]([F:24])([F:1])[F:23])[CH:8]=1. The catalyst class is: 871. (10) Reactant: [CH2:1]([O:8][C:9]1[C:18]([O:19][CH3:20])=[CH:17][CH:16]=[C:15]2[C:10]=1[CH2:11][CH2:12][NH:13][C:14]2=O)[C:2]1[CH:7]=[CH:6][CH:5]=[CH:4][CH:3]=1.[H-].[H-].[H-].[H-].[Li+].[Al+3]. Product: [CH2:1]([O:8][C:9]1[C:18]([O:19][CH3:20])=[CH:17][CH:16]=[C:15]2[C:10]=1[CH2:11][CH2:12][NH:13][CH2:14]2)[C:2]1[CH:7]=[CH:6][CH:5]=[CH:4][CH:3]=1. The catalyst class is: 7.